The task is: Predict the reactants needed to synthesize the given product.. This data is from Full USPTO retrosynthesis dataset with 1.9M reactions from patents (1976-2016). (1) The reactants are: C[O:2][C:3]([C:5]1([CH2:15][CH3:16])[CH2:9][C:8]2[CH:10]=[C:11]([OH:14])[CH:12]=[CH:13][C:7]=2[O:6]1)=[O:4].[Cl:17][C:18]1[CH:23]=[C:22]([S:24][C:25]([F:28])([F:27])[F:26])[CH:21]=[CH:20][C:19]=1[O:29][CH2:30][CH2:31][CH2:32]I. Given the product [Cl:17][C:18]1[CH:23]=[C:22]([S:24][C:25]([F:26])([F:28])[F:27])[CH:21]=[CH:20][C:19]=1[O:29][CH2:30][CH2:31][CH2:32][O:14][C:11]1[CH:12]=[CH:13][C:7]2[O:6][C:5]([CH2:15][CH3:16])([C:3]([OH:2])=[O:4])[CH2:9][C:8]=2[CH:10]=1, predict the reactants needed to synthesize it. (2) Given the product [F:16][C:12]1[CH:11]=[C:10]([CH:15]=[CH:14][CH:13]=1)[O:5][C:4]1[CH:6]=[CH:7][CH:8]=[C:1]([O:20][C:17]2[CH:15]=[CH:10][CH:11]=[C:12]([F:16])[CH:13]=2)[CH:3]=1, predict the reactants needed to synthesize it. The reactants are: [C:1]1([CH:8]=[CH:7][CH:6]=[C:4]([OH:5])[CH:3]=1)O.F[C:10]1[CH:15]=[CH:14][CH:13]=[C:12]([F:16])[CH:11]=1.[C:17](=[O:20])([O-])[O-].[K+].[K+]. (3) The reactants are: [CH3:1][C:2]1([CH3:23])[C:11]2[C:6](=[CH:7][CH:8]=[C:9]([C:12]([F:15])([F:14])[F:13])[CH:10]=2)[NH:5][CH:4]([C:16]2[CH:22]=[CH:21][CH:20]=[CH:19][C:17]=2[NH2:18])[CH2:3]1.N1C=CC=CC=1.[F:30][C:31]1[CH:36]=[CH:35][C:34]([S:37](Cl)(=[O:39])=[O:38])=[CH:33][CH:32]=1. Given the product [CH3:1][C:2]1([CH3:23])[C:11]2[C:6](=[CH:7][CH:8]=[C:9]([C:12]([F:13])([F:15])[F:14])[CH:10]=2)[NH:5][CH:4]([C:16]2[CH:22]=[CH:21][CH:20]=[CH:19][C:17]=2[NH:18][S:37]([C:34]2[CH:35]=[CH:36][C:31]([F:30])=[CH:32][CH:33]=2)(=[O:39])=[O:38])[CH2:3]1, predict the reactants needed to synthesize it. (4) Given the product [Cl:15][C:9]1[C:8]([Cl:16])=[C:7]([C:27]2[C:28]3[C:23](=[CH:22][CH:21]=[CH:20][CH:19]=3)[CH:24]=[CH:25][CH:26]=2)[CH:12]=[CH:11][C:10]=1[CH:13]=[O:14], predict the reactants needed to synthesize it. The reactants are: FC(F)(F)S(O[C:7]1[CH:12]=[CH:11][C:10]([CH:13]=[O:14])=[C:9]([Cl:15])[C:8]=1[Cl:16])(=O)=O.[C:19]1(B(O)O)[C:28]2[C:23](=[CH:24][CH:25]=[CH:26][CH:27]=2)[CH:22]=[CH:21][CH:20]=1.C([O-])([O-])=O.[Na+].[Na+]. (5) The reactants are: [O:1]([C:8]1[CH:19]=[C:18]2[C:11]([NH:12][CH:13]=[C:14]2[CH2:15][CH2:16][NH2:17])=[CH:10][CH:9]=1)[C:2]1[CH:7]=[CH:6][CH:5]=[CH:4][CH:3]=1.[O:20]([C:27]1[CH:28]=[C:29]([CH:32]=[CH:33][CH:34]=1)[CH:30]=O)[C:21]1[CH:26]=[CH:25][CH:24]=[CH:23][CH:22]=1.[BH4-].[Na+]. Given the product [O:1]([C:8]1[CH:19]=[C:18]2[C:11](=[CH:10][CH:9]=1)[NH:12][CH:13]=[C:14]2[CH2:15][CH2:16][NH:17][CH2:30][C:29]1[CH:32]=[CH:33][CH:34]=[C:27]([O:20][C:21]2[CH:26]=[CH:25][CH:24]=[CH:23][CH:22]=2)[CH:28]=1)[C:2]1[CH:7]=[CH:6][CH:5]=[CH:4][CH:3]=1, predict the reactants needed to synthesize it. (6) Given the product [NH2:1][C:2]1[C:7]([CH2:8][N:37]2[CH:41]=[CH:40][N:39]=[CH:38]2)=[C:6]([CH:10]2[CH2:15][CH2:14][N:13]([C:16]([O:18][C:19]([CH3:21])([CH3:20])[CH3:22])=[O:17])[CH2:12][CH2:11]2)[CH:5]=[C:4]([C:23]2[C:28]([OH:29])=[CH:27][CH:26]=[CH:25][C:24]=2[O:30][CH2:31][CH:32]2[CH2:33][CH2:34]2)[N:3]=1, predict the reactants needed to synthesize it. The reactants are: [NH2:1][C:2]1[C:7]([CH2:8]O)=[C:6]([CH:10]2[CH2:15][CH2:14][N:13]([C:16]([O:18][C:19]([CH3:22])([CH3:21])[CH3:20])=[O:17])[CH2:12][CH2:11]2)[CH:5]=[C:4]([C:23]2[C:28]([OH:29])=[CH:27][CH:26]=[CH:25][C:24]=2[O:30][CH2:31][CH:32]2[CH2:34][CH2:33]2)[N:3]=1.C([N:37]1[CH:41]=[CH:40][N:39]=[CH:38]1)([N:37]1[CH:41]=[CH:40][N:39]=[CH:38]1)=O. (7) Given the product [Br:1][C:2]1[CH:7]=[CH:6][C:5]([O:8][CH2:29][C@H:28]([CH3:31])[CH2:27][O:26][Si:9]([C:22]([CH3:23])([CH3:25])[CH3:24])([C:16]2[CH:21]=[CH:20][CH:19]=[CH:18][CH:17]=2)[C:10]2[CH:15]=[CH:14][CH:13]=[CH:12][CH:11]=2)=[CH:4][CH:3]=1, predict the reactants needed to synthesize it. The reactants are: [Br:1][C:2]1[CH:7]=[CH:6][C:5]([OH:8])=[CH:4][CH:3]=1.[Si:9]([O:26][CH2:27][C@@H:28]([CH3:31])[CH2:29]O)([C:22]([CH3:25])([CH3:24])[CH3:23])([C:16]1[CH:21]=[CH:20][CH:19]=[CH:18][CH:17]=1)[C:10]1[CH:15]=[CH:14][CH:13]=[CH:12][CH:11]=1.O. (8) Given the product [CH:14]1([C:11]2[CH:12]=[CH:13][C:8]([C:5]3[N:6]=[CH:7][C:2]([NH2:1])=[N:3][CH:4]=3)=[C:9]([F:19])[C:10]=2[O:18][CH2:21][C:22]2[CH:27]=[CH:26][C:25]([Cl:28])=[CH:24][C:23]=2[Cl:29])[CH2:15][CH2:16][CH2:17]1, predict the reactants needed to synthesize it. The reactants are: [NH2:1][C:2]1[N:3]=[CH:4][C:5]([C:8]2[C:9]([F:19])=[C:10]([OH:18])[C:11]([CH:14]3[CH2:17][CH2:16][CH2:15]3)=[CH:12][CH:13]=2)=[N:6][CH:7]=1.Br[CH2:21][C:22]1[CH:27]=[CH:26][C:25]([Cl:28])=[CH:24][C:23]=1[Cl:29]. (9) The reactants are: [CH3:1][O:2][C:3](=[O:11])[C:4]1[CH:9]=[CH:8][CH:7]=[C:6](Br)[CH:5]=1.[CH:12]1(/[CH:18]=[C:19](\B2OC(C)(C)C(C)(C)O2)/[CH2:20][OH:21])[CH2:17][CH2:16][CH2:15][CH2:14][CH2:13]1.[F-].[Cs+]. Given the product [CH3:1][O:2][C:3](=[O:11])[C:4]1[CH:9]=[CH:8][CH:7]=[C:6](/[C:19](/[CH2:20][OH:21])=[CH:18]\[CH:12]2[CH2:17][CH2:16][CH2:15][CH2:14][CH2:13]2)[CH:5]=1, predict the reactants needed to synthesize it. (10) Given the product [CH3:1][CH:2]([CH:4]1[C:13](=[O:14])[NH:7][C:8]2[CH:18]=[CH:17][CH:16]=[CH:15][C:9]=2[CH2:10][CH2:11]1)[CH3:3], predict the reactants needed to synthesize it. The reactants are: [CH3:1][C:2]([O-])([CH3:4])[CH3:3].[K+].[NH:7]1[C:13](=[O:14])C[CH2:11][CH2:10][C:9]2[CH:15]=[CH:16][CH:17]=[CH:18][C:8]1=2.C([Li])CCCCC.BrCCC.Cl.